Dataset: Full USPTO retrosynthesis dataset with 1.9M reactions from patents (1976-2016). Task: Predict the reactants needed to synthesize the given product. (1) Given the product [F:1][C:2]1[CH:3]=[CH:4][C:5]([NH:8][NH:9][C:26]([N:21]2[CH2:22][CH2:23][CH2:24][CH2:25][C@@H:20]2[CH3:19])=[O:27])=[N:6][CH:7]=1, predict the reactants needed to synthesize it. The reactants are: [F:1][C:2]1[CH:3]=[CH:4][C:5]([NH:8][NH2:9])=[N:6][CH:7]=1.CCN(C(C)C)C(C)C.[CH3:19][C@H:20]1[CH2:25][CH2:24][CH2:23][CH2:22][N:21]1[C:26](Cl)=[O:27].O. (2) Given the product [F:25][C:23]1[CH:22]=[CH:21][C:20]([C:36]2[C:41]([O:42][CH3:43])=[CH:40][CH:39]=[CH:38][N:37]=2)=[C:19]2[C:24]=1[C@H:16]([O:15][C:12]1[CH:11]=[CH:10][C:9]([C@H:7]3[CH2:8][C@@H:6]3[C:4]([O:3][CH2:1][CH3:2])=[O:5])=[CH:14][CH:13]=1)[CH2:17][CH2:18]2, predict the reactants needed to synthesize it. The reactants are: [CH2:1]([O:3][C:4]([C@H:6]1[CH2:8][C@@H:7]1[C:9]1[CH:14]=[CH:13][C:12]([O:15][C@H:16]2[C:24]3[C:19](=[C:20](B4OC(C)(C)C(C)(C)O4)[CH:21]=[CH:22][C:23]=3[F:25])[CH2:18][CH2:17]2)=[CH:11][CH:10]=1)=[O:5])[CH3:2].Br[C:36]1[C:41]([O:42][CH3:43])=[CH:40][CH:39]=[CH:38][N:37]=1.C(=O)([O-])[O-].[Cs+].[Cs+].C(O)(C(F)(F)F)=O. (3) Given the product [CH3:24][O:23][C:21](=[O:22])[CH2:20][O:10][C:7]1[CH:8]=[CH:9][C:4]([CH:1]2[CH2:3][CH2:2]2)=[CH:5][CH:6]=1, predict the reactants needed to synthesize it. The reactants are: [CH:1]1([C:4]2[CH:9]=[CH:8][C:7]([OH:10])=[CH:6][CH:5]=2)[CH2:3][CH2:2]1.[I-].[K+].C(=O)([O-])[O-].[Na+].[Na+].Br[CH2:20][C:21]([O:23][CH3:24])=[O:22]. (4) Given the product [F:30][C:2]([F:1])([F:31])[C:3]1[CH:4]=[C:5]([C:13]2[N:17]([C:18]3[CH:23]=[CH:22][CH:21]=[C:20]([Cl:24])[CH:19]=3)[N:16]=[C:15]([C:25]([OH:27])=[O:26])[CH:14]=2)[CH:6]=[C:7]([C:9]([F:10])([F:11])[F:12])[CH:8]=1, predict the reactants needed to synthesize it. The reactants are: [F:1][C:2]([F:31])([F:30])[C:3]1[CH:4]=[C:5]([C:13]2[N:17]([C:18]3[CH:23]=[CH:22][CH:21]=[C:20]([Cl:24])[CH:19]=3)[N:16]=[C:15]([C:25]([O:27]CC)=[O:26])[CH:14]=2)[CH:6]=[C:7]([C:9]([F:12])([F:11])[F:10])[CH:8]=1.ClC1C=C(N2C(C3C=CC=CC=3F)=CC(C(O)=O)=N2)C=CC=1.